From a dataset of NCI-60 drug combinations with 297,098 pairs across 59 cell lines. Regression. Given two drug SMILES strings and cell line genomic features, predict the synergy score measuring deviation from expected non-interaction effect. (1) Drug 1: C1=CC(=CC=C1CCC2=CNC3=C2C(=O)NC(=N3)N)C(=O)NC(CCC(=O)O)C(=O)O. Drug 2: C(CCl)NC(=O)N(CCCl)N=O. Cell line: SF-539. Synergy scores: CSS=36.3, Synergy_ZIP=-0.0736, Synergy_Bliss=-1.28, Synergy_Loewe=-11.5, Synergy_HSA=-0.751. (2) Drug 1: C1=NC2=C(N=C(N=C2N1C3C(C(C(O3)CO)O)O)F)N. Drug 2: CC1=C2C(C(=O)C3(C(CC4C(C3C(C(C2(C)C)(CC1OC(=O)C(C(C5=CC=CC=C5)NC(=O)C6=CC=CC=C6)O)O)OC(=O)C7=CC=CC=C7)(CO4)OC(=O)C)O)C)OC(=O)C. Cell line: SF-295. Synergy scores: CSS=6.09, Synergy_ZIP=0.506, Synergy_Bliss=2.28, Synergy_Loewe=0.744, Synergy_HSA=0.497. (3) Drug 1: C1CC(=O)NC(=O)C1N2C(=O)C3=CC=CC=C3C2=O. Drug 2: CC1C(C(CC(O1)OC2CC(CC3=C2C(=C4C(=C3O)C(=O)C5=CC=CC=C5C4=O)O)(C(=O)C)O)N)O. Cell line: NCI-H226. Synergy scores: CSS=46.0, Synergy_ZIP=2.05, Synergy_Bliss=4.04, Synergy_Loewe=-47.6, Synergy_HSA=3.75.